Dataset: Catalyst prediction with 721,799 reactions and 888 catalyst types from USPTO. Task: Predict which catalyst facilitates the given reaction. (1) Reactant: [H-].[Al+3].[Li+].[H-].[H-].[H-].[Cl-].C([O:10][C:11](=O)[CH:12]([NH3+:18])[CH2:13][C:14]([F:17])([F:16])[F:15])C.O.[OH-].[Na+]. Product: [NH2:18][CH:12]([CH2:13][C:14]([F:17])([F:16])[F:15])[CH2:11][OH:10]. The catalyst class is: 28. (2) Reactant: [CH2:1]([N:3]([C:6]1[CH:7]=[C:8]([OH:14])[C:9](=[CH:12][CH:13]=1)[CH:10]=O)[CH2:4][CH3:5])[CH3:2].[C:15]1([NH2:22])[CH:20]=[CH:19][CH:18]=[CH:17][C:16]=1[NH2:21]. Product: [CH2:1]([N:3]([CH2:4][CH3:5])[C:6]1[CH:7]=[C:8]([OH:14])[C:9](=[CH:12][CH:13]=1)[CH:10]=[N:21][C:16]1[CH:17]=[CH:18][CH:19]=[CH:20][C:15]=1[NH2:22])[CH3:2]. The catalyst class is: 8. (3) Reactant: [OH:1][C:2]1[CH:11]=[CH:10][C:5]([C:6]([O:8][CH3:9])=[O:7])=[CH:4][C:3]=1[CH2:12][CH:13]([CH3:15])[CH3:14].C(Cl)Cl.C1(N([S:26]([C:29]([F:32])([F:31])[F:30])(=[O:28])=[O:27])[S:26]([C:29]([F:32])([F:31])[F:30])(=[O:28])=[O:27])C=CC=CC=1. Product: [CH3:14][CH:13]([CH3:15])[CH2:12][C:3]1[CH:4]=[C:5]([CH:10]=[CH:11][C:2]=1[O:1][S:26]([C:29]([F:32])([F:31])[F:30])(=[O:28])=[O:27])[C:6]([O:8][CH3:9])=[O:7]. The catalyst class is: 142. (4) Reactant: [CH:1]1([NH:4][C:5](=[O:24])[CH:6]([OH:23])[CH:7]([NH:15]C(=O)OC(C)(C)C)[CH2:8][C:9]2[CH:14]=[CH:13][CH:12]=[CH:11][CH:10]=2)[CH2:3][CH2:2]1.[ClH:25].CO. Product: [Cl-:25].[CH:1]1([NH:4][C:5](=[O:24])[CH:6]([OH:23])[CH:7]([NH3+:15])[CH2:8][C:9]2[CH:14]=[CH:13][CH:12]=[CH:11][CH:10]=2)[CH2:2][CH2:3]1. The catalyst class is: 4. (5) Reactant: [C:1]([O:11][Si](C)(C)C)(=O)[CH2:2][C:3]([O:5][Si](C)(C)C)=[O:4].C([Li])CCC.[C:21](Cl)(=O)[CH2:22][CH2:23][CH2:24][CH2:25]C.C(=O)(O)[O-].[Na+]. Product: [O:11]=[C:1]([CH2:21][CH2:22][CH2:23][CH2:24][CH3:25])[CH2:2][C:3]([OH:5])=[O:4]. The catalyst class is: 27. (6) Reactant: [CH:1]1([CH2:6][C:7]([C:9]2[CH:14]=[C:13]([O:15][C:16]3[C:21]([CH3:22])=[CH:20][C:19]([N+:23]([O-:25])=[O:24])=[CH:18][C:17]=3[CH3:26])[CH:12]=[CH:11][C:10]=2[O:27][CH3:28])=O)[CH2:5][CH2:4][CH2:3][CH2:2]1.FC(F)(F)C(O)=O.C([SiH](CC)CC)C.O. Product: [CH:1]1([CH2:6][CH2:7][C:9]2[CH:14]=[C:13]([O:15][C:16]3[C:17]([CH3:26])=[CH:18][C:19]([N+:23]([O-:25])=[O:24])=[CH:20][C:21]=3[CH3:22])[CH:12]=[CH:11][C:10]=2[O:27][CH3:28])[CH2:5][CH2:4][CH2:3][CH2:2]1. The catalyst class is: 2. (7) Reactant: C(OC([N:11]1[CH2:15][C:14]([F:17])([F:16])[CH2:13][C@H:12]1[C:18](=[O:31])[NH:19][CH:20]1[CH:27]2[CH2:28][CH:23]3[CH2:24][C:25]([OH:30])([CH2:29][CH:21]1[CH2:22]3)[CH2:26]2)=O)C1C=CC=CC=1. Product: [OH:30][C:25]12[CH2:29][CH:21]3[CH2:22][CH:23]([CH2:28][CH:27]([CH:20]3[NH:19][C:18]([C@@H:12]3[CH2:13][C:14]([F:17])([F:16])[CH2:15][NH:11]3)=[O:31])[CH2:26]1)[CH2:24]2. The catalyst class is: 29. (8) Reactant: [C:1]([C:4]1[CH:12]=[CH:11][C:7]([C:8](O)=[O:9])=[CH:6][CH:5]=1)(=[O:3])[CH3:2].[CH3:13][NH:14][CH3:15].C(Cl)CCl.C1C=CC2N(O)N=NC=2C=1.CCN(C(C)C)C(C)C. Product: [C:1]([C:4]1[CH:12]=[CH:11][C:7]([C:8]([N:14]([CH3:15])[CH3:13])=[O:9])=[CH:6][CH:5]=1)(=[O:3])[CH3:2]. The catalyst class is: 23. (9) Reactant: [Cl:1][C:2]1[CH:3]=[C:4]([S:8]([CH:11]2[CH2:16][CH2:15][NH:14][CH2:13][CH2:12]2)(=[O:10])=[O:9])[CH:5]=[CH:6][CH:7]=1.Cl[C:18]1[CH:23]=[CH:22][C:21]([C:24]([F:27])([F:26])[F:25])=[CH:20][N:19]=1.CCN(C(C)C)C(C)C. Product: [Cl:1][C:2]1[CH:3]=[C:4]([S:8]([CH:11]2[CH2:16][CH2:15][N:14]([C:18]3[CH:23]=[CH:22][C:21]([C:24]([F:27])([F:26])[F:25])=[CH:20][N:19]=3)[CH2:13][CH2:12]2)(=[O:10])=[O:9])[CH:5]=[CH:6][CH:7]=1. The catalyst class is: 12. (10) Reactant: [F:1][C:2]1[C:3]([CH3:23])=[C:4]([C:8]2([C:20](O)=[O:21])[CH2:12][CH2:11][C:10]([C:13]3[CH:14]=[N:15][CH:16]=[C:17]([F:19])[CH:18]=3)=[CH:9]2)[CH:5]=[CH:6][CH:7]=1.CCN(CC)CC.CN(C(F)=[N+](C)C)C.F[P-](F)(F)(F)(F)F.[O:46]1[CH2:51][CH2:50][CH2:49][CH2:48][CH:47]1[O:52][NH2:53]. Product: [F:1][C:2]1[C:3]([CH3:23])=[C:4]([C:8]2([C:20]([NH:53][O:52][CH:47]3[CH2:48][CH2:49][CH2:50][CH2:51][O:46]3)=[O:21])[CH2:12][CH2:11][C:10]([C:13]3[CH:14]=[N:15][CH:16]=[C:17]([F:19])[CH:18]=3)=[CH:9]2)[CH:5]=[CH:6][CH:7]=1. The catalyst class is: 18.